This data is from Full USPTO retrosynthesis dataset with 1.9M reactions from patents (1976-2016). The task is: Predict the reactants needed to synthesize the given product. (1) Given the product [F:1][CH2:2][CH2:3][O:4][CH2:5][CH2:6][O:7][CH2:8][CH2:9][O:10][C:11]1[CH:16]=[CH:15][C:14](/[CH:17]=[CH:18]/[C:19]2[CH:24]=[CH:23][C:22]([NH2:25])=[CH:21][CH:20]=2)=[CH:13][N:12]=1, predict the reactants needed to synthesize it. The reactants are: [F:1][CH2:2][CH2:3][O:4][CH2:5][CH2:6][O:7][CH2:8][CH2:9][O:10][C:11]1[CH:16]=[CH:15][C:14](/[CH:17]=[CH:18]/[C:19]2[CH:24]=[CH:23][C:22]([N+:25]([O-])=O)=[CH:21][CH:20]=2)=[CH:13][N:12]=1.Cl.[OH-].[Na+].ClCCl. (2) Given the product [NH2:20][C:21]1[CH:26]=[CH:25][C:24]([CH2:27][CH2:28][NH:29][C:3]2[S:4]/[C:5](=[CH:9]\[C:10]3[CH:11]=[C:12]4[C:17](=[CH:18][CH:19]=3)[N:16]=[CH:15][CH:14]=[CH:13]4)/[C:6](=[O:8])[N:7]=2)=[CH:23][CH:22]=1, predict the reactants needed to synthesize it. The reactants are: CS[C:3]1[S:4]/[C:5](=[CH:9]\[C:10]2[CH:11]=[C:12]3[C:17](=[CH:18][CH:19]=2)[N:16]=[CH:15][CH:14]=[CH:13]3)/[C:6](=[O:8])[N:7]=1.[NH2:20][C:21]1[CH:26]=[CH:25][C:24]([CH2:27][CH2:28][NH2:29])=[CH:23][CH:22]=1.CCN(C(C)C)C(C)C. (3) The reactants are: [NH2:1][C@@H:2]([CH2:33][C:34]1[CH:39]=[CH:38][CH:37]=[CH:36][CH:35]=1)[CH2:3][C@H:4]([OH:32])[C@@H:5]([NH:19][C:20]([C@@H:22]([NH:27][C:28](=[O:31])[O:29][CH3:30])[C:23]([CH3:26])([CH3:25])[CH3:24])=[O:21])[CH2:6][C:7]1[CH:12]=[CH:11][C:10]([C:13]2[CH:18]=[CH:17][CH:16]=[CH:15][N:14]=2)=[CH:9][CH:8]=1.[CH2:40]([N:47]1[CH2:51][CH2:50][N:49]([C@@H:52]([C:56]([CH3:59])([CH3:58])[CH3:57])[C:53](O)=[O:54])[C:48]1=[O:60])[C:41]1[CH:46]=[CH:45][CH:44]=[CH:43][CH:42]=1.CCOP(ON1N=NC2C=CC=CC=2C1=O)(OCC)=O.C(N(CC)C(C)C)(C)C. Given the product [CH2:40]([N:47]1[CH2:51][CH2:50][N:49]([C@@H:52]([C:56]([CH3:58])([CH3:57])[CH3:59])[C:53]([NH:1][C@@H:2]([CH2:33][C:34]2[CH:35]=[CH:36][CH:37]=[CH:38][CH:39]=2)[CH2:3][C@H:4]([OH:32])[C@@H:5]([NH:19][C:20]([C@@H:22]([NH:27][C:28](=[O:31])[O:29][CH3:30])[C:23]([CH3:25])([CH3:26])[CH3:24])=[O:21])[CH2:6][C:7]2[CH:12]=[CH:11][C:10]([C:13]3[CH:18]=[CH:17][CH:16]=[CH:15][N:14]=3)=[CH:9][CH:8]=2)=[O:54])[C:48]1=[O:60])[C:41]1[CH:42]=[CH:43][CH:44]=[CH:45][CH:46]=1, predict the reactants needed to synthesize it. (4) Given the product [Cl:32][C:29]1[CH:30]=[CH:31][C:26]([C@H:25]([NH:33][C:34]([N:36]2[CH2:45][CH2:44][C:43]3[CH:42]=[N:41][C:40]([NH:46][CH:47]([CH3:49])[CH3:48])=[N:39][C:38]=3[CH2:37]2)=[O:35])[CH2:24][CH2:23][NH:20][CH3:1])=[CH:27][CH:28]=1, predict the reactants needed to synthesize it. The reactants are: [CH:1]1C=CC(P(C2C=CC=CC=2)C2C=CC=CC=2)=CC=1.[N:20]([CH2:23][CH2:24][C@@H:25]([NH:33][C:34]([N:36]1[CH2:45][CH2:44][C:43]2[CH:42]=[N:41][C:40]([NH:46][CH:47]([CH3:49])[CH3:48])=[N:39][C:38]=2[CH2:37]1)=[O:35])[C:26]1[CH:31]=[CH:30][C:29]([Cl:32])=[CH:28][CH:27]=1)=[N+]=[N-].CI.[OH-].[K+]. (5) The reactants are: [CH3:1][O:2][C:3](=[O:14])[C:4]1[CH:9]=[CH:8][CH:7]=[C:6]([N+:10]([O-:12])=[O:11])[C:5]=1[CH3:13].[Br:15]N1C(=O)CCC1=O.C(OOC(=O)C1C=CC=CC=1)(=O)C1C=CC=CC=1.C1(=O)NC(=O)CC1. Given the product [CH3:1][O:2][C:3](=[O:14])[C:4]1[CH:9]=[CH:8][CH:7]=[C:6]([N+:10]([O-:12])=[O:11])[C:5]=1[CH2:13][Br:15], predict the reactants needed to synthesize it. (6) Given the product [C:28]([C:5]1[CH:6]=[C:7]([NH:9][C:10](=[O:19])[C:11]2[CH:16]=[CH:15][C:14]([O:17][CH3:18])=[CH:13][CH:12]=2)[CH:8]=[C:3]([O:2][CH3:1])[CH:4]=1)#[N:29], predict the reactants needed to synthesize it. The reactants are: [CH3:1][O:2][C:3]1[CH:4]=[C:5](OS(C(F)(F)F)(=O)=O)[CH:6]=[C:7]([NH:9][C:10](=[O:19])[C:11]2[CH:16]=[CH:15][C:14]([O:17][CH3:18])=[CH:13][CH:12]=2)[CH:8]=1.[C-:28]#[N:29].[K+].C([O-])(O)=O.[Na+].